Task: Predict hERG channel inhibition at various concentrations.. Dataset: hERG Central: cardiac toxicity at 1µM, 10µM, and general inhibition (1) The molecule is Cc1ccc(C2CC(c3cccc(NS(C)(=O)=O)c3)=NN2S(C)(=O)=O)cc1. Results: hERG_inhib (hERG inhibition (general)): blocker. (2) The molecule is C#Cc1ccc(CN2CCCC(C(=O)Nc3ccccc3Oc3cccnc3)C2)cc1. Results: hERG_inhib (hERG inhibition (general)): blocker. (3) The molecule is O=C(CN1CCC(n2cnc3cc(F)ccc32)CC1)Nc1ccccc1Br. Results: hERG_inhib (hERG inhibition (general)): blocker. (4) The compound is N#Cc1ccccc1NC(=O)COC(=O)C1CCN(C(=O)c2ccc(Cl)cc2)CC1. Results: hERG_inhib (hERG inhibition (general)): blocker. (5) The drug is COc1cc(/C=N/N=C(N)N)ccc1OCc1ccc(Cl)cc1. Results: hERG_inhib (hERG inhibition (general)): blocker.